From a dataset of Catalyst prediction with 721,799 reactions and 888 catalyst types from USPTO. Predict which catalyst facilitates the given reaction. Reactant: CS(O[CH:6]([CH2:16][N:17]1[C:25]([C:26]2[CH:31]=[CH:30][CH:29]=[CH:28][CH:27]=2)=[C:24]2[C:19]([N:20]([CH3:35])[C:21](=[O:34])[N:22]([CH3:33])[C:23]2=[O:32])=[CH:18]1)[CH2:7][O:8][Si:9]([C:12]([CH3:15])([CH3:14])[CH3:13])([CH3:11])[CH3:10])(=O)=O.[C:36]([O-:39])(=[S:38])[CH3:37].[K+]. Product: [C:36](=[O:39])([S:38][CH:6]([CH2:16][N:17]1[C:25]([C:26]2[CH:27]=[CH:28][CH:29]=[CH:30][CH:31]=2)=[C:24]2[C:19]([N:20]([CH3:35])[C:21](=[O:34])[N:22]([CH3:33])[C:23]2=[O:32])=[CH:18]1)[CH2:7][O:8][Si:9]([C:12]([CH3:15])([CH3:13])[CH3:14])([CH3:11])[CH3:10])[CH3:37]. The catalyst class is: 3.